Dataset: Full USPTO retrosynthesis dataset with 1.9M reactions from patents (1976-2016). Task: Predict the reactants needed to synthesize the given product. (1) Given the product [CH:13]1[C:22]2[C:17](=[CH:18][CH:19]=[CH:20][CH:21]=2)[CH:16]=[CH:15][C:14]=1[S:23]([NH:1][CH:2]1[CH2:3][CH2:4][N:5]([C:8]([O:10][CH2:11][CH3:12])=[O:9])[CH2:6][CH2:7]1)(=[O:24])=[O:25], predict the reactants needed to synthesize it. The reactants are: [NH2:1][CH:2]1[CH2:7][CH2:6][N:5]([C:8]([O:10][CH2:11][CH3:12])=[O:9])[CH2:4][CH2:3]1.[CH:13]1[C:22]2[C:17](=[CH:18][CH:19]=[CH:20][CH:21]=2)[CH:16]=[CH:15][C:14]=1[S:23](Cl)(=[O:25])=[O:24]. (2) Given the product [NH2:1][C:2]1[N:7]([C:8]2[CH:9]=[C:10]([Cl:15])[CH:11]=[C:12]([Cl:14])[CH:13]=2)[C:6](=[S:16])[NH:5][C:4](=[O:17])[C:3]=1[N:18]=[O:19], predict the reactants needed to synthesize it. The reactants are: [NH2:1][C:2]1[N:7]([C:8]2[CH:13]=[C:12]([Cl:14])[CH:11]=[C:10]([Cl:15])[CH:9]=2)[C:6](=[S:16])[NH:5][C:4](=[O:17])[CH:3]=1.[N:18]([O-])=[O:19].[Na+]. (3) Given the product [Cl:1][C:2]1[C:7]([S:8]([N:11]([O:13][CH3:14])[CH3:12])(=[O:9])=[O:10])=[C:6]([OH:15])[C:5]([NH:16][C:17]2[C:20](=[O:21])[C:19](=[O:22])[C:18]=2[NH:35][CH:26]([C:31]([F:34])([F:33])[F:32])[C:27]([F:30])([F:29])[F:28])=[CH:4][CH:3]=1, predict the reactants needed to synthesize it. The reactants are: [Cl:1][C:2]1[C:7]([S:8]([N:11]([O:13][CH3:14])[CH3:12])(=[O:10])=[O:9])=[C:6]([OH:15])[C:5]([NH:16][C:17]2[C:20](=[O:21])[C:19](=[O:22])[C:18]=2OCC)=[CH:4][CH:3]=1.[CH:26]([NH2:35])([C:31]([F:34])([F:33])[F:32])[C:27]([F:30])([F:29])[F:28].CS(O)(=O)=O. (4) Given the product [Br:31][CH2:32][CH2:33][O:24][C:4]1[CH:5]=[C:6]([CH3:23])[C:7]([CH2:8][C:9]2[CH:14]=[CH:13][C:12]([O:26][CH2:25][O:28][CH3:35])=[C:11]([CH:20]([CH3:21])[CH3:22])[CH:10]=2)=[C:2]([CH3:1])[CH:3]=1, predict the reactants needed to synthesize it. The reactants are: [CH3:1][C:2]1[CH:3]=[C:4]([OH:24])[CH:5]=[C:6]([CH3:23])[C:7]=1[CH2:8][C:9]1[CH:14]=[CH:13][C:12](COCOC)=[C:11]([CH:20]([CH3:22])[CH3:21])[CH:10]=1.[C:25]([O-:28])([O-])=[O:26].[Cs+].[Cs+].[Br:31][CH2:32][CH2:33]Br.[CH3:35]N(C=O)C. (5) Given the product [CH:22]1[C:31]2[C:26](=[CH:27][CH:28]=[CH:29][CH:30]=2)[CH:25]=[CH:24][C:23]=1[CH2:32][NH:2][CH2:3][CH2:4][CH2:5][CH2:6][CH2:7][CH2:8][NH:9][S:10]([C:13]1[CH:18]=[CH:17][CH:16]=[CH:15][C:14]=1[N+:19]([O-:21])=[O:20])(=[O:11])=[O:12], predict the reactants needed to synthesize it. The reactants are: Cl.[NH2:2][CH2:3][CH2:4][CH2:5][CH2:6][CH2:7][CH2:8][NH:9][S:10]([C:13]1[CH:18]=[CH:17][CH:16]=[CH:15][C:14]=1[N+:19]([O-:21])=[O:20])(=[O:12])=[O:11].[CH:22]1[C:31]2[C:26](=[CH:27][CH:28]=[CH:29][CH:30]=2)[CH:25]=[CH:24][C:23]=1[CH:32]=O.